Dataset: Peptide-MHC class II binding affinity with 134,281 pairs from IEDB. Task: Regression. Given a peptide amino acid sequence and an MHC pseudo amino acid sequence, predict their binding affinity value. This is MHC class II binding data. (1) The peptide sequence is AALDAQAVELTARLN. The MHC is HLA-DPA10103-DPB10201 with pseudo-sequence HLA-DPA10103-DPB10201. The binding affinity (normalized) is 0.358. (2) The peptide sequence is ANERADLIAYLKQAGK. The MHC is H-2-IEk with pseudo-sequence H-2-IEk. The binding affinity (normalized) is 0.541. (3) The peptide sequence is KVFNTRRNTLLFLDL. The MHC is H-2-IAb with pseudo-sequence H-2-IAb. The binding affinity (normalized) is 0.220. (4) The peptide sequence is VASRKASNTILPLMA. The MHC is DRB1_0701 with pseudo-sequence DRB1_0701. The binding affinity (normalized) is 0.508.